Task: Predict the product of the given reaction.. Dataset: Forward reaction prediction with 1.9M reactions from USPTO patents (1976-2016) Given the reactants C([O:5][C:6](=[O:53])[CH:7]([N:12]1[C:18](=[O:19])[CH:17]([NH:20][C:21](=[O:48])[CH:22]([S:38]CC2C=CC(OC)=CC=2)[CH2:23][CH2:24][CH2:25][CH2:26][N:27]2[C:31](=[O:32])[C:30]3=[CH:33][CH:34]=[CH:35][CH:36]=[C:29]3[C:28]2=[O:37])[CH2:16][C:15]2[CH:49]=[CH:50][CH:51]=[CH:52][C:14]=2[CH2:13]1)[CH2:8][CH:9]([CH3:11])[CH3:10])(C)(C)C.C1(OC)C=CC=CC=1.C(Cl)(Cl)(Cl)Cl, predict the reaction product. The product is: [SH:38][CH:22]([CH2:23][CH2:24][CH2:25][CH2:26][N:27]1[C:28](=[O:37])[C:29]2=[CH:36][CH:35]=[CH:34][CH:33]=[C:30]2[C:31]1=[O:32])[C:21]([NH:20][CH:17]1[C:18](=[O:19])[N:12]([CH:7]([CH2:8][CH:9]([CH3:11])[CH3:10])[C:6]([OH:53])=[O:5])[CH2:13][C:14]2[CH:52]=[CH:51][CH:50]=[CH:49][C:15]=2[CH2:16]1)=[O:48].